From a dataset of TCR-epitope binding with 47,182 pairs between 192 epitopes and 23,139 TCRs. Binary Classification. Given a T-cell receptor sequence (or CDR3 region) and an epitope sequence, predict whether binding occurs between them. (1) The epitope is RLRPGGKKR. The TCR CDR3 sequence is CASSLDSASSYNEQFF. Result: 0 (the TCR does not bind to the epitope). (2) The epitope is RQLLFVVEV. The TCR CDR3 sequence is CASSLDRGINTEAFF. Result: 1 (the TCR binds to the epitope). (3) The epitope is TEILPVSMTK. The TCR CDR3 sequence is CASSFTSGYQETQYF. Result: 1 (the TCR binds to the epitope).